This data is from Forward reaction prediction with 1.9M reactions from USPTO patents (1976-2016). The task is: Predict the product of the given reaction. (1) Given the reactants CC1(C)C(C)(C)OB(/[CH:9]=[CH:10]/[CH2:11][NH:12][C:13](=[O:19])[O:14][C:15]([CH3:18])([CH3:17])[CH3:16])O1.Br[C:22]1[CH:23]=[N:24][CH:25]=[C:26]([N+:28]([O-:30])=[O:29])[CH:27]=1.C([O-])([O-])=O.[K+].[K+].COC, predict the reaction product. The product is: [N+:28]([C:26]1[CH:27]=[C:22](/[CH:9]=[CH:10]/[CH2:11][NH:12][C:13](=[O:19])[O:14][C:15]([CH3:16])([CH3:17])[CH3:18])[CH:23]=[N:24][CH:25]=1)([O-:30])=[O:29]. (2) The product is: [C:1]([O:5][C:6]([C@@H:8]([CH2:13][C:14]1[CH:24]=[CH:23][C:17]2[O:18][C:19]([F:21])([F:22])[O:20][C:16]=2[CH:15]=1)[C:9]([OH:11])=[O:10])=[O:7])([CH3:4])([CH3:2])[CH3:3]. Given the reactants [C:1]([O:5][C:6]([C@@H:8]([CH2:13][C:14]1[CH:24]=[CH:23][C:17]2[O:18][C:19]([F:22])([F:21])[O:20][C:16]=2[CH:15]=1)[C:9]([O:11]C)=[O:10])=[O:7])([CH3:4])([CH3:3])[CH3:2].[Li+].[OH-], predict the reaction product. (3) Given the reactants [CH3:1][C:2](OC(C)=O)=[O:3].[NH2:8][C:9]1[CH:17]=[CH:16][C:12]([C:13]([OH:15])=[O:14])=[CH:11][CH:10]=1, predict the reaction product. The product is: [C:2]([NH:8][C:9]1[CH:17]=[CH:16][C:12]([C:13]([OH:15])=[O:14])=[CH:11][CH:10]=1)(=[O:3])[CH3:1].